From a dataset of Forward reaction prediction with 1.9M reactions from USPTO patents (1976-2016). Predict the product of the given reaction. (1) Given the reactants [CH2:1]([O:5][C:6]1[CH:31]=[CH:30][C:29]([O:32][CH2:33][CH:34]([CH3:36])[CH3:35])=[CH:28][C:7]=1[C:8]([C:10]1[CH:11]=[CH:12][C:13]([O:23][CH2:24][CH:25]([CH3:27])[CH3:26])=[C:14]([CH2:16][CH2:17][C:18]([O:20]CC)=[O:19])[CH:15]=1)=[O:9])[CH:2]([CH3:4])[CH3:3].[OH-].[Na+].C(Cl)(Cl)Cl.Cl, predict the reaction product. The product is: [CH2:1]([O:5][C:6]1[CH:31]=[CH:30][C:29]([O:32][CH2:33][CH:34]([CH3:36])[CH3:35])=[CH:28][C:7]=1[C:8]([C:10]1[CH:11]=[CH:12][C:13]([O:23][CH2:24][CH:25]([CH3:27])[CH3:26])=[C:14]([CH2:16][CH2:17][C:18]([OH:20])=[O:19])[CH:15]=1)=[O:9])[CH:2]([CH3:4])[CH3:3]. (2) Given the reactants [CH2:1]([C:5]1[N:9]([C:10]2[N:15]=[C:14]([C:16]3[S:20]C=N[CH:17]=3)[C:13]([CH3:21])=[CH:12][N:11]=2)[N:8]=[CH:7][C:6]=1[C:22](O)=[O:23])[CH2:2][CH2:3][CH3:4].[N:25]1[N:26]=[CH:27][N:28]2[CH2:33][CH2:32][NH:31][CH2:30][C:29]=12.CN(C(ON1N=N[C:44]2C=CC=C[C:43]1=2)=[N+](C)C)C.F[P-](F)(F)(F)(F)F.CCN(C(C)C)C(C)C, predict the reaction product. The product is: [CH2:1]([C:5]1[N:9]([C:10]2[N:15]=[C:14]([C:16]3[S:20][CH:43]=[CH:44][CH:17]=3)[C:13]([CH3:21])=[CH:12][N:11]=2)[N:8]=[CH:7][C:6]=1[C:22]([N:31]1[CH2:32][CH2:33][N:28]2[CH:27]=[N:26][N:25]=[C:29]2[CH2:30]1)=[O:23])[CH2:2][CH2:3][CH3:4]. (3) The product is: [OH:33][CH2:46][CH2:47][O:9][CH:10]([C:19]1[CH:24]=[CH:23][CH:22]=[C:21]([O:25][CH2:38][CH2:39][OH:40])[CH:20]=1)[C:11]([C:12]1[CH:13]=[CH:14][CH:15]=[CH:16][CH:17]=1)=[O:18]. Given the reactants P([O:9][CH:10]([C:19]1[CH:24]=[CH:23][CH:22]=[C:21]([O:25][Si](C(C)(C)C)(C)C)[CH:20]=1)[C:11](=[O:18])[C:12]1[CH:17]=[CH:16][CH:15]=[CH:14][CH:13]=1)(OCC)(OCC)=O.[OH-:33].[K+].Cl.C1(=O)[O:40][CH2:39][CH2:38]O1.N1[CH:47]=[CH:46]C=CC=1, predict the reaction product. (4) Given the reactants [H-].[Na+].[CH2:3]([O:6][C:7]1[CH:12]=[C:11]([N+:13]([O-:15])=[O:14])[CH:10]=[CH:9][C:8]=1[OH:16])[CH:4]=[CH2:5].[C:17]1([OH:23])C=CC=[CH:19][CH:18]=1.S(C1C=CC(C)=CC=1)(OC[C@@H]1OC1)(=O)=O, predict the reaction product. The product is: [CH2:3]([O:6][C:7]1[CH:12]=[C:11]([N+:13]([O-:15])=[O:14])[CH:10]=[CH:9][C:8]=1[O:16][CH2:19][CH:18]1[CH2:17][O:23]1)[CH:4]=[CH2:5]. (5) Given the reactants [C:1]([OH:5])(=[O:4])[CH:2]=O.[NH:6]1[CH2:11][CH2:10][O:9][CH2:8][CH2:7]1.[CH3:12][CH:13]([CH3:18])[CH:14]=[CH:15][CH:16]=O, predict the reaction product. The product is: [CH3:12][C:13]([CH3:18])=[CH:14][C:15]1[CH:16]([N:6]2[CH2:11][CH2:10][O:9][CH2:8][CH2:7]2)[O:5][C:1](=[O:4])[CH:2]=1. (6) Given the reactants [CH3:1][C:2]([C:35]([OH:37])=[O:36])([C:4]1[CH:5]=[CH:6][C:7]([CH:10]([OH:34])[CH2:11][CH2:12][CH2:13][N:14]2[CH2:19][CH2:18][CH:17]([C:20]([OH:33])([C:27]3[CH:28]=[CH:29][CH:30]=[CH:31][CH:32]=3)[C:21]3[CH:22]=[CH:23][CH:24]=[CH:25][CH:26]=3)[CH2:16][CH2:15]2)=[CH:8][CH:9]=1)[CH3:3].Cl.C(N)CCC, predict the reaction product. The product is: [CH3:3][C:2]([C:35]([OH:37])=[O:36])([C:4]1[CH:9]=[CH:8][C:7]([CH:10]([OH:34])[CH2:11][CH2:12][CH2:13][N:14]2[CH2:15][CH2:16][CH:17]([C:20]([OH:33])([C:21]3[CH:26]=[CH:25][CH:24]=[CH:23][CH:22]=3)[C:27]3[CH:28]=[CH:29][CH:30]=[CH:31][CH:32]=3)[CH2:18][CH2:19]2)=[CH:6][CH:5]=1)[CH3:1].